Dataset: Full USPTO retrosynthesis dataset with 1.9M reactions from patents (1976-2016). Task: Predict the reactants needed to synthesize the given product. Given the product [N:29]1[CH:34]=[C:33]([C:7]2[C@:8]3([CH2:24][CH2:23][C@H:22]4[C@@H:13]([CH2:14][CH2:15][C:16]5[CH:17]=[C:18]([C:25]#[N:26])[CH:19]=[CH:20][C:21]=54)[C@@H:10]3[CH2:11][CH:12]=2)[CH3:9])[CH:32]=[N:31][CH:30]=1, predict the reactants needed to synthesize it. The reactants are: FC(F)(F)S(O[C:7]1[C@:8]2([CH2:24][CH2:23][C@H:22]3[C@@H:13]([CH2:14][CH2:15][C:16]4[CH:17]=[C:18]([C:25]#[N:26])[CH:19]=[CH:20][C:21]=43)[C@@H:10]2[CH2:11][CH:12]=1)[CH3:9])(=O)=O.[N:29]1[CH:34]=[C:33](B(O)O)[CH:32]=[N:31][CH:30]=1.